This data is from Experimentally validated miRNA-target interactions with 360,000+ pairs, plus equal number of negative samples. The task is: Binary Classification. Given a miRNA mature sequence and a target amino acid sequence, predict their likelihood of interaction. (1) The miRNA is rno-miR-29b-1-5p with sequence UUUCAUAUGGUGGUUUAGAUUU. The protein sequence of the target gene is MEQVPSAGRLVQITVTEGYDLKGFKGDTPVTFIRAEFNQVVLGDSAKITVSPEGSAKYNFTSSFEFNPEGGITSDDLAHKPVFLTVTEVLPKEKKQKEEKTLILGQAVVDLLPLLEGQSSFQTTVPLHPVQGSPLETPRSSAKQCSLEVKVLVAEPLLTTAQISGGNLLKVTLEAAYSVPESFIPTGPGQNYMVGLQVPSLGEKDYPILFKNGTLKLGGEREPVPRPKKWPIANILAPGANNIPDAFIVGGPYEEEEGELNHPEDSEFRNQAECIKKRIIWDLESRCYLDPSAVVSFQKR.... Result: 0 (no interaction). (2) The miRNA is hsa-miR-3115 with sequence AUAUGGGUUUACUAGUUGGU. The protein sequence of the target gene is MTRAEVEPGAQAKAENKPGDENANAAEVEPEAPLVVRPKVRTQIMTGARPKVKPKGTPGARPKGETSTPGGAYAKCKPKAIPIARSKHDAQVWAPNKFRGESMSKMGKQCQISAADPPLLSNDSGMVAQAKCLPVDRELANMDTESIPKKANSPAGFQPSYGSEEGTNMGSWYRARPVPKGEAYENSDFKWADKPSGSPSFWNRDEASTRFRPRKSMKANNRFRHMAKQEANTMPRHKNKQEFYNISSSDSEDESGKTPWFWPKDKTKVWSKPKEEPNSRSWFRSKKEVRVESTSGSECE.... Result: 0 (no interaction). (3) The miRNA is hsa-miR-29b-2-5p with sequence CUGGUUUCACAUGGUGGCUUAG. The protein sequence of the target gene is MDEPWWEGRVASDVHCTLREKELKLPTFRAHSPLLKSRRFFVDILTLLSRHCHLCPSARHLAIYLLDHFMDQYNITTSKQLYTVAVSCLLLASKFEDREDRVPKLEQINNTRILSSQNFSLTKKELLTTELLLLEAFSWDLCLPTPAHFLDYYLLASISQKDHHCHAWPTTCLRKTKECLKEYAHYFLEVTLQDHIFYKFQPSVVAAACVGASRICLQLSPYWTRDLQRVSSYSLEHLSTCIEILLVAYDNVLKDAVAVKSQTLAMVPGSSSAPAQVLFQPPTYPTLSQPPPTTLAQFQS.... Result: 0 (no interaction). (4) The miRNA is hsa-miR-4531 with sequence AUGGAGAAGGCUUCUGA. The protein sequence of the target gene is MAETKDAAQMLVTFKDVAVTFTREEWRQLDLAQRTLYREVMLETCGLLVSLGHRVPKPELVHLLEHGQELWIVKRGLSHATCAGDRAQVHTREPTTYPPVLSERAFLRGSLTLESSTSSDSRLGRARDEEGLLEMQKGKVTPETDLHKETHLGKVSLEGEGLGTDDGLHSRALQEWLSADVLHECDSQQPGKDALIHAGTNPYKCKQCGKGFNRKWYLVRHQRVHTGMKPYECNACGKAFSQSSTLIRHYLIHTGEKPYKCLECGKAFKRRSYLMQHHPIHTGEKPYECSQCRKAFTHRS.... Result: 1 (interaction). (5) The miRNA is hsa-miR-3173-5p with sequence UGCCCUGCCUGUUUUCUCCUUU. The protein sequence of the target gene is MAVLLKLGVLCSGQGARALLLRSRVVRPAYVSAFLQDQPTQGRCGTQHIHLSPSHHSGSKAASLHWTSERVVSVLLLGLIPAGYLNPCSVVDYSLAAALTLHSHWGLGQVVTDYVHGDTLPKAARAGLLALSALTFAGLCYFNYHDVGICRAVAMLWKL. Result: 0 (no interaction). (6) The miRNA is hsa-miR-32-5p with sequence UAUUGCACAUUACUAAGUUGCA. The protein sequence of the target gene is MVRTDGHTLSEKRNYQVTNSMFGASRKKFVEGVDSDYHDENMYYSQSSMFPHRSEKDMLASPSTSGQLSQFGASLYGQQSALGLPMRGMSNNTPQLNRSLSQGTQLPSHVTPTTGVPTMSLHTPPSPSRGILPMNPRNMMNHSQVGQGIGIPSRTNSMSSSGLGSPNRSSPSIICMPKQQPSRQPFTVNSMSGFGMNRNQAFGMNNSLSSNIFNGTDGSENVTGLDLSDFPALADRNRREGSGNPTPLINPLAGRAPYVGMVTKPANEQSQDFSIHNEDFPALPGSSYKDPTSSNDDSKS.... Result: 1 (interaction). (7) The protein sequence of the target gene is MRLAQPDMVSAAPTEVDRLVWPLADGADKSPLGVLSTTEPLLRLQRTQRVWEVPELDAQYAKAFLELWPLGSFLVIGHEPGQVLMLKAGPSSGDINTYQIQRFPGGVSLESSNLCMPDCPHLLAFLSASRDVLPRTLLLPTPTVGAGDNHSDPHRLGCIQVDTSGRVLSVVNQLYLETHGGWGTETPQQTEPETGQKYSLAPRKPTPHRVSWVEDPLRPEAHHTGQEVHHPGADAHSLGSEVHFSCPALEEEEVNNDCYKDEDEEGCEDMLTAHIRALARTRSSYVARQYRCLRARLISD.... Result: 0 (no interaction). The miRNA is mmu-let-7i-5p with sequence UGAGGUAGUAGUUUGUGCUGUU. (8) The miRNA is hsa-miR-4763-3p with sequence AGGCAGGGGCUGGUGCUGGGCGGG. The protein sequence of the target gene is MLRGSASSTSMEKAKGKEWTSTEKSREEDQQASNQPNSIALPGTSAKRTKEKMSIKGSKVLCPKKKAEHTDNPRPQKKIPIPPLPSKLPPVNLIHRDILRAWCQQLKLSSKGQKLDAYKRLCAFAYPNQKDFPSTAKEAKIRKSLQKKLKVEKGETSLQSSETHPPEVALPPVGEPPALENSTALLEGVNTVVVTTSAPEALLASWARISARARTPEAVESPQEASGVRWCVVHGKSLPADTDGWVHLQFHAGQAWVPEKQEGRVSALFLLPASNFPPPHLEDNMLCPKCVHRNKVLIKS.... Result: 1 (interaction). (9) The miRNA is hsa-miR-1307-3p with sequence ACUCGGCGUGGCGUCGGUCGUG. The protein sequence of the target gene is MMLSQIASKQAENGERAGSPDVLRCSSQMDCKPRFDLSSKGHRKDSDKSRNRKEDDSLAEASHSKKTVKKVVVVEQNGSFQVKIPKNFICEHCFGAFRSSYHLKRHVLIHTGEKPFECDVCDMRFIQKYHLERHKRVHSGEKPYQCERCHQCFSRTDRLLRHKRMCQGCQSKTSEGQFSL. Result: 0 (no interaction). (10) The miRNA is hsa-miR-1301-3p with sequence UUGCAGCUGCCUGGGAGUGACUUC. The protein sequence of the target gene is MAEASATGACGEAMAAAEGSSGPAGLTLGRSFSNYRPFEPQALGLSPSWRLTGFSGMKGUGCKVPQEALLKLLAGLTRPDVRPPLGRGLVGGQEEASQEAGLPAGAGPSPTFPALGIGMDSCVIPLRHGGLSLVQTTDFFYPLVEDPYMMGRIACANVLSDLYAMGITECDNMLMLLSVSQSMSEEEREKVTPLMVKGFRDAAEEGGTAVTGGQTVVNPWIIIGGVATVVCQPNEFIMPDSAVVGDVLVLTKPLGTQVAVNAHQWLDNPERWNKVKMVVSREEVELAYQEAMFNMATLNR.... Result: 1 (interaction).